Task: Predict the reaction yield, written as a fraction of the theoretical maximum amount of product (1.0 means a 100% yield; for example, 0.34 means a 34% yield).. Dataset: Reaction yield outcomes from USPTO patents with 853,638 reactions The reactants are [Br:1][C:2]1[CH:7]=[CH:6][C:5]([CH:8]([N:22]2[CH2:27][CH2:26][NH:25][CH2:24][CH2:23]2)[C:9]2[CH:21]=[CH:20][C:12]([C:13]([N:15]([CH2:18][CH3:19])[CH2:16][CH3:17])=[O:14])=[CH:11][CH:10]=2)=[CH:4][CH:3]=1.[CH:28](=O)[C:29]1[CH:34]=[CH:33][CH:32]=[CH:31][CH:30]=1.C(O[BH-](OC(=O)C)OC(=O)C)(=O)C.[Na+]. The catalyst is ClCCCl. The product is [CH2:28]([N:25]1[CH2:24][CH2:23][N:22]([CH:8]([C:5]2[CH:6]=[CH:7][C:2]([Br:1])=[CH:3][CH:4]=2)[C:9]2[CH:21]=[CH:20][C:12]([C:13]([N:15]([CH2:16][CH3:17])[CH2:18][CH3:19])=[O:14])=[CH:11][CH:10]=2)[CH2:27][CH2:26]1)[C:29]1[CH:34]=[CH:33][CH:32]=[CH:31][CH:30]=1. The yield is 0.870.